Dataset: Forward reaction prediction with 1.9M reactions from USPTO patents (1976-2016). Task: Predict the product of the given reaction. (1) Given the reactants [NH:1]1[C:5]2[CH:6]=[CH:7][CH:8]=[CH:9][C:4]=2[N:3]=[C:2]1[C:10]([OH:12])=O.[NH2:13][C:14]1[CH:19]=[CH:18][C:17]([N:20]2[CH2:25][CH2:24][O:23][CH2:22][C:21]2=[O:26])=[CH:16][CH:15]=1.C1N(P(Cl)(N2C(=O)OCC2)=O)C(=O)OC1.CCN(CC)CC, predict the reaction product. The product is: [O:26]=[C:21]1[CH2:22][O:23][CH2:24][CH2:25][N:20]1[C:17]1[CH:16]=[CH:15][C:14]([NH:13][C:10]([C:2]2[NH:1][C:5]3[CH:6]=[CH:7][CH:8]=[CH:9][C:4]=3[N:3]=2)=[O:12])=[CH:19][CH:18]=1. (2) Given the reactants [CH2:1]([C:3]1[N:8]=[C:7]([NH2:9])[N:6]=[C:5]([NH2:10])[CH:4]=1)[CH3:2].[Br:11]Br, predict the reaction product. The product is: [Br:11][C:4]1[C:5]([NH2:10])=[N:6][C:7]([NH2:9])=[N:8][C:3]=1[CH2:1][CH3:2].